This data is from Reaction yield outcomes from USPTO patents with 853,638 reactions. The task is: Predict the reaction yield, written as a fraction of the theoretical maximum amount of product (1.0 means a 100% yield; for example, 0.34 means a 34% yield). (1) The reactants are [CH3:1][C:2]1[C:6]([S:7]([N:10]2[CH2:15][CH2:14][CH:13]([C:16]#[N:17])[CH2:12][CH2:11]2)(=[O:9])=[O:8])=[C:5]([CH3:18])[NH:4][N:3]=1.C[Si]([N-][Si](C)(C)C)(C)C.[Li+].[Cl:29][C:30]1[CH:35]=[CH:34][C:33]([CH2:36]Cl)=[CH:32][CH:31]=1.C(O)(=O)CC(CC(O)=O)(C(O)=O)O. The catalyst is C1COCC1.C(Cl)Cl. The product is [Cl:29][C:30]1[CH:35]=[CH:34][C:33]([CH2:36][C:13]2([C:16]#[N:17])[CH2:14][CH2:15][N:10]([S:7]([C:6]3[C:5]([CH3:18])=[N:4][NH:3][C:2]=3[CH3:1])(=[O:9])=[O:8])[CH2:11][CH2:12]2)=[CH:32][CH:31]=1. The yield is 0.340. (2) The reactants are [S:1]1[CH:5]=[CH:4][C:3]2[CH:6]=[CH:7][CH:8]=[C:9]([CH:10]([NH:14][C:15]3[CH:20]=[CH:19][CH:18]=[CH:17][CH:16]=3)[C:11]([OH:13])=[O:12])[C:2]1=2.[N:21]12[CH2:28][CH2:27][CH:24]([CH2:25][CH2:26]1)[C@@H:23](O)[CH2:22]2.C1CCC(N=C=NC2CCCCC2)CC1.C1C=CC2N(O)N=NC=2C=1. The catalyst is C1COCC1. The product is [S:1]1[CH:5]=[CH:4][C:3]2[CH:6]=[CH:7][CH:8]=[C:9]([CH:10]([NH:14][C:15]3[CH:16]=[CH:17][CH:18]=[CH:19][CH:20]=3)[C:11]([O:13][C@@H:23]3[CH:24]4[CH2:27][CH2:28][N:21]([CH2:26][CH2:25]4)[CH2:22]3)=[O:12])[C:2]1=2. The yield is 0.429. (3) The reactants are CN(C(ON1N=NC2C=CC=CC1=2)=[N+](C)C)C.[B-](F)(F)(F)F.CN1CCOCC1.[SH:30][C:31]1[N:39]=[CH:38][CH:37]=[CH:36][C:32]=1[C:33]([OH:35])=O.[CH:40]12[CH2:46][CH:43]([CH2:44][CH2:45]1)[CH2:42][CH:41]2[CH2:47][NH2:48]. The catalyst is CN(C=O)C.CC(=O)OCC.C(Cl)Cl.CO. The product is [CH:40]12[CH2:46][CH:43]([CH2:44][CH2:45]1)[CH2:42][CH:41]2[CH2:47][NH:48][C:33](=[O:35])[C:32]1[CH:36]=[CH:37][CH:38]=[N:39][C:31]=1[SH:30]. The yield is 0.530. (4) The reactants are C[O:2][C:3](=[O:17])[C:4]1[CH:9]=[CH:8][C:7]([C:10]2[O:11][C:12]([CH3:16])=[C:13]([CH3:15])[N:14]=2)=[CH:6][CH:5]=1.[OH-].[Na+]. The catalyst is C1COCC1. The product is [CH3:15][C:13]1[N:14]=[C:10]([C:7]2[CH:8]=[CH:9][C:4]([C:3]([OH:17])=[O:2])=[CH:5][CH:6]=2)[O:11][C:12]=1[CH3:16]. The yield is 0.638. (5) The reactants are [C:1](OC(=O)C)(=[O:3])C.[CH3:8][O:9][C:10]([C:12]1[S:13][C:14](C)=[C:15]([CH3:18])[C:16]=1[NH2:17])=[O:11]. The catalyst is C(O)=O. The product is [CH3:8][O:9][C:10]([C:12]1[S:13][CH:14]=[C:15]([CH3:18])[C:16]=1[NH:17][CH:1]=[O:3])=[O:11]. The yield is 0.950.